From a dataset of CYP2D6 inhibition data for predicting drug metabolism from PubChem BioAssay. Regression/Classification. Given a drug SMILES string, predict its absorption, distribution, metabolism, or excretion properties. Task type varies by dataset: regression for continuous measurements (e.g., permeability, clearance, half-life) or binary classification for categorical outcomes (e.g., BBB penetration, CYP inhibition). Dataset: cyp2d6_veith. (1) The compound is O=C(Oc1ccccc1)N1CCC2(CC1)CN(C(c1ccccc1)c1ccccc1)C2. The result is 1 (inhibitor). (2) The compound is Cc1ccc(/C=N/NC(=O)c2cc3c(ccc4ccccc43)o2)cc1[N+](=O)[O-]. The result is 0 (non-inhibitor). (3) The compound is COC(=O)[C@@]1(Cc2ccc(OC)cc2)[C@H]2c3cc(C(=O)N4CCCC4)n(Cc4cc(F)c(F)c(F)c4)c3C[C@H]2CN1C(=O)c1ccccc1. The result is 0 (non-inhibitor). (4) The drug is Cc1c2c(nc3ccccc13)OCC2. The result is 0 (non-inhibitor). (5) The drug is C[C@H](O)[C@@H]1C(=O)N2C(C(=O)O)=C(SCCN=CN)C[C@@H]12. The result is 0 (non-inhibitor). (6) The result is 0 (non-inhibitor). The compound is NCC(=O)N[C@H](CO)C(=O)O. (7) The drug is O=c1[nH]ccc2c(O)cccc12. The result is 0 (non-inhibitor). (8) The compound is Cl.Fc1ccc(COc2ccc(Br)cc2CNCc2ccncc2)cc1. The result is 1 (inhibitor). (9) The drug is CC(=O)O[C@]1(C)N=NC2(CCCCC2)O1. The result is 0 (non-inhibitor).